Dataset: Full USPTO retrosynthesis dataset with 1.9M reactions from patents (1976-2016). Task: Predict the reactants needed to synthesize the given product. (1) Given the product [C:29]([O:26][CH:25]1[C:10]2[C:11](=[N:12][C:13]([C:14]3[CH:19]=[CH:18][C:17]([Cl:20])=[CH:16][C:15]=3[Cl:21])=[C:8]([C:5]3[CH:4]=[CH:3][C:2]([Cl:1])=[CH:7][CH:6]=3)[CH:9]=2)[O:22][C:23]([CH3:28])([CH3:27])[CH2:24]1)(=[O:31])[CH3:30], predict the reactants needed to synthesize it. The reactants are: [Cl:1][C:2]1[CH:7]=[CH:6][C:5]([C:8]2[CH:9]=[C:10]3[CH:25]([OH:26])[CH2:24][C:23]([CH3:28])([CH3:27])[O:22][C:11]3=[N:12][C:13]=2[C:14]2[CH:19]=[CH:18][C:17]([Cl:20])=[CH:16][C:15]=2[Cl:21])=[CH:4][CH:3]=1.[C:29](OC(=O)C)(=[O:31])[CH3:30]. (2) Given the product [Br:15][CH:10]([CH3:11])[C:9]([C:4]1[CH:5]=[CH:6][CH:7]=[CH:8][C:3]=1[C:2]([F:13])([F:14])[F:1])=[O:12], predict the reactants needed to synthesize it. The reactants are: [F:1][C:2]([F:14])([F:13])[C:3]1[CH:8]=[CH:7][CH:6]=[CH:5][C:4]=1[C:9](=[O:12])[CH2:10][CH3:11].[Br:15]Br.C(=O)([O-])[O-].[K+].[K+].S([O-])([O-])=O.[Na+].[Na+]. (3) The reactants are: [H-].[Na+].[NH:3]1[CH:7]=[CH:6][CH:5]=[C:4]1[C:8]1[CH:23]=[CH:22][C:11]([O:12][CH2:13][CH2:14][CH2:15][N:16]2[CH2:21][CH2:20][CH2:19][CH2:18][CH2:17]2)=[CH:10][CH:9]=1.Cl[CH2:25][CH2:26][CH2:27][N:28]1[CH2:33][CH2:32][CH2:31][CH2:30][CH2:29]1. Given the product [N:28]1([CH2:27][CH2:26][CH2:25][N:3]2[CH:7]=[CH:6][CH:5]=[C:4]2[C:8]2[CH:23]=[CH:22][C:11]([O:12][CH2:13][CH2:14][CH2:15][N:16]3[CH2:21][CH2:20][CH2:19][CH2:18][CH2:17]3)=[CH:10][CH:9]=2)[CH2:33][CH2:32][CH2:31][CH2:30][CH2:29]1, predict the reactants needed to synthesize it. (4) Given the product [NH2:21][C:18]1[N:19]=[CH:20][C:15]([C:12]2[N:13]=[CH:14][C:9]([C:24]3[CH:29]=[CH:28][CH:27]=[CH:26][C:25]=3[S:30]([NH:33][C@H:34]([CH3:37])[CH2:35][OH:36])(=[O:32])=[O:31])=[CH:10][CH:11]=2)=[CH:16][N:17]=1, predict the reactants needed to synthesize it. The reactants are: CC1(C)C(C)(C)OB([C:9]2[CH:10]=[CH:11][C:12]([C:15]3[CH:16]=[N:17][C:18]([NH2:21])=[N:19][CH:20]=3)=[N:13][CH:14]=2)O1.Br[C:24]1[CH:29]=[CH:28][CH:27]=[CH:26][C:25]=1[S:30]([NH:33][C@H:34]([CH3:37])[CH2:35][OH:36])(=[O:32])=[O:31].